Dataset: Full USPTO retrosynthesis dataset with 1.9M reactions from patents (1976-2016). Task: Predict the reactants needed to synthesize the given product. (1) Given the product [F:26][C:25]([F:28])([F:27])[S:22]([O:1][C:2]1[CH:3]=[CH:4][C:5]([C:12](=[O:14])[CH3:13])=[C:6]2[C:11]=1[CH2:10][CH2:9][CH2:8][CH2:7]2)(=[O:24])=[O:23], predict the reactants needed to synthesize it. The reactants are: [OH:1][C:2]1[CH:3]=[CH:4][C:5]([C:12](=[O:14])[CH3:13])=[C:6]2[C:11]=1[CH2:10][CH2:9][CH2:8][CH2:7]2.C(N(CC)CC)C.[S:22](O[S:22]([C:25]([F:28])([F:27])[F:26])(=[O:24])=[O:23])([C:25]([F:28])([F:27])[F:26])(=[O:24])=[O:23]. (2) Given the product [CH3:8][C:5]1[CH:6]=[CH:7][C:2]([C:9]2[CH:14]=[CH:13][CH:12]=[CH:11][CH:10]=2)=[N:3][CH:4]=1, predict the reactants needed to synthesize it. The reactants are: Br[C:2]1[CH:7]=[CH:6][C:5]([CH3:8])=[CH:4][N:3]=1.[C:9]1(B(O)O)[CH:14]=[CH:13][CH:12]=[CH:11][CH:10]=1.O.[O-]P([O-])([O-])=O.[K+].[K+].[K+].C1(C)C=CC=CC=1. (3) Given the product [CH3:2][O:3][C:4]1[CH:11]=[CH:10][C:7]([CH2:8][C:18]2[CH:23]=[CH:22][C:21]([N:24]([CH3:35])[C:25]3[N:30]=[CH:29][C:28]4[N:31]=[CH:32][N:33]([CH3:34])[C:27]=4[CH:26]=3)=[C:20]([CH3:36])[CH:19]=2)=[CH:6][CH:5]=1, predict the reactants needed to synthesize it. The reactants are: [Br-].[CH3:2][O:3][C:4]1[CH:11]=[CH:10][C:7]([CH2:8][Zn+])=[CH:6][CH:5]=1.FC(F)(F)S(O[C:18]1[CH:23]=[CH:22][C:21]([N:24]([CH3:35])[C:25]2[N:30]=[CH:29][C:28]3[N:31]=[CH:32][N:33]([CH3:34])[C:27]=3[CH:26]=2)=[C:20]([CH3:36])[CH:19]=1)(=O)=O. (4) Given the product [O:16]=[C:3]1[C:4]2[C:9](=[CH:8][CH:7]=[CH:6][CH:5]=2)[C:10]([C:12]([F:15])([F:13])[F:14])=[N:11][N:2]1[NH:1][C:25](=[O:26])[CH2:24][CH2:23][C:17]1[CH:22]=[CH:21][CH:20]=[CH:19][CH:18]=1, predict the reactants needed to synthesize it. The reactants are: [NH2:1][N:2]1[N:11]=[C:10]([C:12]([F:15])([F:14])[F:13])[C:9]2[C:4](=[CH:5][CH:6]=[CH:7][CH:8]=2)[C:3]1=[O:16].[C:17]1([CH2:23][CH2:24][C:25](O)=[O:26])[CH:22]=[CH:21][CH:20]=[CH:19][CH:18]=1. (5) The reactants are: [OH:1][C:2]1[C:11]2[C:6](=[CH:7][CH:8]=[CH:9][CH:10]=2)[C:5]([NH:12][S:13]([C:16]2[S:17][CH:18]=[CH:19][CH:20]=2)(=[O:15])=[O:14])=[CH:4][CH:3]=1.Br[CH2:22][C:23]([O:25][C:26]([CH3:29])([CH3:28])[CH3:27])=[O:24].C1CCN2C(=NCCC2)CC1. Given the product [S:17]1[CH:18]=[CH:19][CH:20]=[C:16]1[S:13]([NH:12][C:5]1[C:6]2[C:11](=[CH:10][CH:9]=[CH:8][CH:7]=2)[C:2]([O:1][CH2:22][C:23]([O:25][C:26]([CH3:29])([CH3:28])[CH3:27])=[O:24])=[CH:3][CH:4]=1)(=[O:15])=[O:14], predict the reactants needed to synthesize it. (6) Given the product [Cl:19][C:15]1[N:14]=[C:13]([C:12]2[S:11][C:10]([CH:20]3[CH2:25][CH2:24][N:23]([C:26]([O:28][C:29]([CH3:30])([CH3:32])[CH3:31])=[O:27])[CH2:22][CH2:21]3)=[N:9][C:8]=2[C:4]2[CH:5]=[CH:6][CH:7]=[C:2]([NH:1][S:42]([C:36]3[C:37]([F:41])=[CH:38][CH:39]=[CH:40][C:35]=3[F:34])(=[O:44])=[O:43])[C:3]=2[F:33])[CH:18]=[CH:17][N:16]=1, predict the reactants needed to synthesize it. The reactants are: [NH2:1][C:2]1[C:3]([F:33])=[C:4]([C:8]2[N:9]=[C:10]([CH:20]3[CH2:25][CH2:24][N:23]([C:26]([O:28][C:29]([CH3:32])([CH3:31])[CH3:30])=[O:27])[CH2:22][CH2:21]3)[S:11][C:12]=2[C:13]2[CH:18]=[CH:17][N:16]=[C:15]([Cl:19])[N:14]=2)[CH:5]=[CH:6][CH:7]=1.[F:34][C:35]1[CH:40]=[CH:39][CH:38]=[C:37]([F:41])[C:36]=1[S:42](Cl)(=[O:44])=[O:43]. (7) Given the product [F:10][C:11]([F:24])([O:15][C:16]1[CH:17]=[C:18]([CH2:19][NH:1][C:2]2[CH:3]=[C:4]([CH:7]=[CH:8][CH:9]=2)[C:5]#[N:6])[CH:21]=[CH:22][CH:23]=1)[CH:12]([F:13])[F:14], predict the reactants needed to synthesize it. The reactants are: [NH2:1][C:2]1[CH:3]=[C:4]([CH:7]=[CH:8][CH:9]=1)[C:5]#[N:6].[F:10][C:11]([F:24])([O:15][C:16]1[CH:17]=[C:18]([CH:21]=[CH:22][CH:23]=1)[CH:19]=O)[CH:12]([F:14])[F:13].C(O)(=O)C.[BH-](OC(C)=O)(OC(C)=O)OC(C)=O.[Na+]. (8) Given the product [F:23][C:14]1[C:15]([N+:20]([O-:22])=[O:21])=[CH:16][CH:17]=[CH:18][C:13]=1[C:11]([Cl:24])=[O:12], predict the reactants needed to synthesize it. The reactants are: BrC1C=C2C([C:11]([C:13]3[CH:18]=[C:17](Cl)[CH:16]=[C:15]([N+:20]([O-:22])=[O:21])[C:14]=3[F:23])=[O:12])=CNC2=NC=1.[Cl:24]C1C=C([N+]([O-])=O)C(F)=C(C=1)C(O)=O.S(Cl)(Cl)=O. (9) Given the product [C:12]([O:11][C:9](=[O:10])[NH:25][C:19]1[CH:18]=[C:17]([F:16])[C:22]([F:23])=[CH:21][C:20]=1[NH2:24])([CH3:13])([CH3:14])[CH3:15], predict the reactants needed to synthesize it. The reactants are: [C:9](O[C:9]([O:11][C:12]([CH3:15])([CH3:14])[CH3:13])=[O:10])([O:11][C:12]([CH3:15])([CH3:14])[CH3:13])=[O:10].[F:16][C:17]1[C:22]([F:23])=[CH:21][C:20]([NH2:24])=[C:19]([N+:25]([O-])=O)[CH:18]=1.FC(F)(F)C(O)=O.[OH-].[Na+].[NH4+].[Cl-].